The task is: Predict which catalyst facilitates the given reaction.. This data is from Catalyst prediction with 721,799 reactions and 888 catalyst types from USPTO. (1) The catalyst class is: 59. Reactant: [CH:1]1([O:6][C:7]([NH:9][C@@H:10]([CH2:14][CH2:15][CH2:16][CH2:17][CH2:18][CH2:19][CH2:20][NH:21][C:22]2[CH:27]=[CH:26][CH:25]=[CH:24][C:23]=2[S:28]([NH:31][C:32]([C@@:34]2([NH:39][C:40](=[O:59])[C@@H:41]3[CH2:45][C@@H:44]([NH:46][S:47]([C:50]4[CH:55]=[CH:54][CH:53]=[CH:52][C:51]=4[N+:56]([O-:58])=[O:57])(=[O:49])=[O:48])[CH2:43][NH:42]3)[CH2:36][C@H:35]2[CH:37]=[CH2:38])=[O:33])(=[O:30])=[O:29])[C:11]([OH:13])=O)=[O:8])[CH2:5][CH2:4][CH2:3][CH2:2]1.CN(C(ON1N=NC2C=CC=NC1=2)=[N+](C)C)C.F[P-](F)(F)(F)(F)F.CCN(C(C)C)C(C)C. Product: [N+:56]([C:51]1[CH:52]=[CH:53][CH:54]=[CH:55][C:50]=1[S:47]([NH:46][C@H:44]1[CH2:43][N:42]2[C@H:41]([C:40](=[O:59])[NH:39][C@@:34]3([CH2:36][C@H:35]3[CH:37]=[CH2:38])[C:32](=[O:33])[NH:31][S:28](=[O:29])(=[O:30])[C:23]3[CH:24]=[CH:25][CH:26]=[CH:27][C:22]=3[NH:21][CH2:20][CH2:19][CH2:18][CH2:17][CH2:16][CH2:15][CH2:14][C@H:10]([NH:9][C:7](=[O:8])[O:6][CH:1]3[CH2:2][CH2:3][CH2:4][CH2:5]3)[C:11]2=[O:13])[CH2:45]1)(=[O:49])=[O:48])([O-:58])=[O:57]. (2) The catalyst class is: 103. Reactant: [C:1]([O:5][C:6](=[O:35])[NH:7][CH2:8][C@H:9]1[CH2:14][CH2:13][C@H:12]([CH2:15][NH:16][C:17]2[C:22]([N+:23]([O-:25])=[O:24])=[CH:21][N:20]=[C:19]([NH:26][CH2:27][C:28]3[CH:33]=[CH:32][CH:31]=[C:30](Br)[CH:29]=3)[N:18]=2)[CH2:11][CH2:10]1)([CH3:4])([CH3:3])[CH3:2].Cl.[NH2:37][CH2:38][C:39]1[CH:40]=[C:41](B(O)O)[CH:42]=[CH:43][CH:44]=1.C(=O)([O-])[O-].[Na+].[Na+].C(COC)OC. Product: [C:1]([O:5][C:6](=[O:35])[NH:7][CH2:8][C@H:9]1[CH2:14][CH2:13][C@H:12]([CH2:15][NH:16][C:17]2[C:22]([N+:23]([O-:25])=[O:24])=[CH:21][N:20]=[C:19]([NH:26][CH2:27][C:28]3[CH:29]=[C:30]([C:43]4[CH:42]=[CH:41][CH:40]=[C:39]([CH2:38][NH2:37])[CH:44]=4)[CH:31]=[CH:32][CH:33]=3)[N:18]=2)[CH2:11][CH2:10]1)([CH3:4])([CH3:3])[CH3:2].